From a dataset of NCI-60 drug combinations with 297,098 pairs across 59 cell lines. Regression. Given two drug SMILES strings and cell line genomic features, predict the synergy score measuring deviation from expected non-interaction effect. (1) Drug 1: CCN(CC)CCNC(=O)C1=C(NC(=C1C)C=C2C3=C(C=CC(=C3)F)NC2=O)C. Drug 2: C1=CN(C=N1)CC(O)(P(=O)(O)O)P(=O)(O)O. Cell line: BT-549. Synergy scores: CSS=0.889, Synergy_ZIP=0.535, Synergy_Bliss=1.38, Synergy_Loewe=0.834, Synergy_HSA=0.460. (2) Drug 1: CN(C)N=NC1=C(NC=N1)C(=O)N. Drug 2: C1=C(C(=O)NC(=O)N1)N(CCCl)CCCl. Cell line: ACHN. Synergy scores: CSS=64.5, Synergy_ZIP=-1.44, Synergy_Bliss=2.48, Synergy_Loewe=-12.1, Synergy_HSA=5.21. (3) Drug 1: C(CC(=O)O)C(=O)CN.Cl. Drug 2: CN(C(=O)NC(C=O)C(C(C(CO)O)O)O)N=O. Cell line: OVCAR-4. Synergy scores: CSS=-0.660, Synergy_ZIP=-2.63, Synergy_Bliss=-0.201, Synergy_Loewe=-8.62, Synergy_HSA=-4.08. (4) Synergy scores: CSS=7.55, Synergy_ZIP=-2.30, Synergy_Bliss=-2.34, Synergy_Loewe=-4.54, Synergy_HSA=-3.66. Cell line: HCT-15. Drug 1: CS(=O)(=O)C1=CC(=C(C=C1)C(=O)NC2=CC(=C(C=C2)Cl)C3=CC=CC=N3)Cl. Drug 2: C1=NC2=C(N=C(N=C2N1C3C(C(C(O3)CO)O)O)F)N. (5) Drug 1: CC12CCC(CC1=CCC3C2CCC4(C3CC=C4C5=CN=CC=C5)C)O. Drug 2: CC(C)(C#N)C1=CC(=CC(=C1)CN2C=NC=N2)C(C)(C)C#N. Cell line: SW-620. Synergy scores: CSS=-0.808, Synergy_ZIP=-0.120, Synergy_Bliss=-1.42, Synergy_Loewe=-2.65, Synergy_HSA=-3.54. (6) Drug 2: COC1=C2C(=CC3=C1OC=C3)C=CC(=O)O2. Cell line: UO-31. Drug 1: C1CN(CCN1C(=O)CCBr)C(=O)CCBr. Synergy scores: CSS=2.74, Synergy_ZIP=-2.17, Synergy_Bliss=-4.63, Synergy_Loewe=-7.81, Synergy_HSA=-7.90. (7) Drug 1: CS(=O)(=O)CCNCC1=CC=C(O1)C2=CC3=C(C=C2)N=CN=C3NC4=CC(=C(C=C4)OCC5=CC(=CC=C5)F)Cl. Drug 2: C1=NNC2=C1C(=O)NC=N2. Cell line: M14. Synergy scores: CSS=0.443, Synergy_ZIP=0.0874, Synergy_Bliss=0.0778, Synergy_Loewe=-0.449, Synergy_HSA=-0.798. (8) Drug 1: CC1=C2C(C(=O)C3(C(CC4C(C3C(C(C2(C)C)(CC1OC(=O)C(C(C5=CC=CC=C5)NC(=O)OC(C)(C)C)O)O)OC(=O)C6=CC=CC=C6)(CO4)OC(=O)C)OC)C)OC. Drug 2: COC1=C2C(=CC3=C1OC=C3)C=CC(=O)O2. Cell line: SF-295. Synergy scores: CSS=49.1, Synergy_ZIP=7.60, Synergy_Bliss=7.25, Synergy_Loewe=-32.2, Synergy_HSA=7.69.